This data is from Experimentally validated miRNA-target interactions with 360,000+ pairs, plus equal number of negative samples. The task is: Binary Classification. Given a miRNA mature sequence and a target amino acid sequence, predict their likelihood of interaction. (1) The miRNA is rno-let-7d-5p with sequence AGAGGUAGUAGGUUGCAUAGUU. The protein sequence of the target gene is MRCLAARVNYKTLIIICALFTLVTVLLWNKCSSDKAIQFPRRSSSGFRVDGFEKRAAASESNNYMNHVAKQQSEEAFPQEQQKAPPVVGGFNSNVGSKVLGLKYEEIDCLINDEHTIKGRREGNEVFLPFTWVEKYFDVYGKVVQYDGYDRFEFSHSYSKVYAQRAPYHPDGVFMSFEGYNVEVRDRVKCISGVEGVPLSTQWGPQGYFYPIQIAQYGLSHYSKNLTEKPPHIEVYETAEDRDKNKPNDWTVPKGCFMANVADKSRFTNVKQFIAPETSEGVSLQLGNTKDFIISFDLKF.... Result: 0 (no interaction). (2) The miRNA is hsa-miR-370-5p with sequence CAGGUCACGUCUCUGCAGUUAC. The protein sequence of the target gene is MNLQAQPKAQNKRKRCLFGGQEPAPKEQPPPLQPPQQSIRVKEEQYLGHEGPGGAVSTSQPVELPPPSSLALLNSVVYGPERTSAAMLSQQVASVKWPNSVMAPGRGPERGGGGGVSDSSWQQQPGQPPPHSTWNCHSLSLYSATKGSPHPGVGVPTYYNHPEALKREKAGGPQLDRYVRPMMPQKVQLEVGRPQAPLNSFHAAKKPPNQSLPLQPFQLAFGHQVNRQVFRQGPPPPNPVAAFPPQKQQQQQQPQQQQQQQQAALPQMPLFENFYSMPQQPSQQPQDFGLQPAGPLGQSH.... Result: 1 (interaction).